Dataset: Full USPTO retrosynthesis dataset with 1.9M reactions from patents (1976-2016). Task: Predict the reactants needed to synthesize the given product. (1) Given the product [Br:54][C:55]1[CH:56]=[C:57]([S:61]([NH:1][C:2]2[CH:7]=[CH:6][C:5]([N:8]3[C:14](=[O:15])[CH2:13][C:12](=[O:16])[NH:11][C:10]4[C:17]5[C:22]([CH:23]=[CH:24][C:9]3=4)=[CH:21][CH:20]=[CH:19][CH:18]=5)=[CH:4][CH:3]=2)(=[O:63])=[O:62])[CH:58]=[CH:59][CH:60]=1, predict the reactants needed to synthesize it. The reactants are: [NH2:1][C:2]1[CH:7]=[CH:6][C:5]([N:8]2[C:14](=[O:15])[CH2:13][C:12](=[O:16])[NH:11][C:10]3[C:17]4[C:22]([CH:23]=[CH:24][C:9]2=3)=[CH:21][CH:20]=[CH:19][CH:18]=4)=[CH:4][CH:3]=1.C(C1C2NC(=O)CC(=O)N(C3C=CC(NC(=O)OC(C)(C)C)=CC=3)C=2C=CC=1)C.[Br:54][C:55]1[CH:56]=[C:57]([S:61](Cl)(=[O:63])=[O:62])[CH:58]=[CH:59][CH:60]=1. (2) The reactants are: C([O:5][C:6](=[O:37])[CH2:7][C@H:8]([NH:11][S:12]([C:15]1[CH:20]=[CH:19][C:18]([N:21]([CH3:23])[CH3:22])=[CH:17][C:16]=1[O:24][CH2:25][CH2:26][C:27]1[CH:36]=[CH:35][CH:34]=[C:33]2[C:28]=1[CH:29]=[CH:30][CH:31]=[N:32]2)(=[O:14])=[O:13])[CH:9]=[O:10])(C)(C)C. Given the product [CH3:23][N:21]([CH3:22])[C:18]1[CH:19]=[CH:20][C:15]([S:12]([NH:11][C@H:8]([CH:9]=[O:10])[CH2:7][C:6]([OH:37])=[O:5])(=[O:13])=[O:14])=[C:16]([O:24][CH2:25][CH2:26][C:27]2[CH:36]=[CH:35][CH:34]=[C:33]3[C:28]=2[CH:29]=[CH:30][CH:31]=[N:32]3)[CH:17]=1, predict the reactants needed to synthesize it. (3) Given the product [Cl:23][C:24]1[CH:31]=[CH:30][CH:29]=[CH:28][C:25]=1[CH2:26][CH2:13][C:12](=[O:34])[CH:11]([O:21][CH3:22])[O:10][CH3:9], predict the reactants needed to synthesize it. The reactants are: C([N-]C(C)C)(C)C.[Li+].[CH3:9][O:10][CH:11]([O:21][CH3:22])[C:12](=NC1CCCCC1)[CH3:13].[Cl:23][C:24]1[CH:31]=[CH:30][CH:29]=[CH:28][C:25]=1[CH2:26]Br.Cl.C(=O)([O-])[O-:34].[K+].[K+]. (4) Given the product [CH3:13][S:14]([O:12][CH2:11][C:1]12[CH2:8][CH:7]3[CH2:6][CH:5]([CH2:4][CH:3]([CH2:9]3)[CH2:2]1)[CH2:10]2)(=[O:16])=[O:15], predict the reactants needed to synthesize it. The reactants are: [C:1]12([CH2:11][OH:12])[CH2:10][CH:5]3[CH2:6][CH:7]([CH2:9][CH:3]([CH2:4]3)[CH2:2]1)[CH2:8]2.[CH3:13][S:14](Cl)(=[O:16])=[O:15].C(N(CC)CC)C. (5) Given the product [F:1][C:2]1[CH:3]=[C:4]([NH:9][C:10](=[O:26])[C:11]([C:12]2[S:16][C:15]([C:17]([O:19][C:20]([CH3:23])([CH3:22])[CH3:21])=[O:18])=[N:14][C:13]=2[NH2:24])=[N:28][OH:29])[CH:5]=[CH:6][C:7]=1[F:8], predict the reactants needed to synthesize it. The reactants are: [F:1][C:2]1[CH:3]=[C:4]([NH:9][C:10](=[O:26])[C:11](=O)[C:12]2[S:16][C:15]([C:17]([O:19][C:20]([CH3:23])([CH3:22])[CH3:21])=[O:18])=[N:14][C:13]=2[NH2:24])[CH:5]=[CH:6][C:7]=1[F:8].Cl.[NH2:28][OH:29].